Predict the reactants needed to synthesize the given product. From a dataset of Full USPTO retrosynthesis dataset with 1.9M reactions from patents (1976-2016). (1) Given the product [Si:14]([O:31][CH2:32][CH:33]1[C:38](=[O:39])[CH2:37][CH2:36][CH2:35][O:34]1)([C:27]([CH3:30])([CH3:28])[CH3:29])([C:21]1[CH:26]=[CH:25][CH:24]=[CH:23][CH:22]=1)[C:15]1[CH:20]=[CH:19][CH:18]=[CH:17][CH:16]=1, predict the reactants needed to synthesize it. The reactants are: CCN(CC)CC.N1C=CC=CC=1.[Si:14]([O:31][CH2:32][CH:33]1[CH:38]([OH:39])[CH2:37][CH2:36][CH2:35][O:34]1)([C:27]([CH3:30])([CH3:29])[CH3:28])([C:21]1[CH:26]=[CH:25][CH:24]=[CH:23][CH:22]=1)[C:15]1[CH:20]=[CH:19][CH:18]=[CH:17][CH:16]=1. (2) The reactants are: C(OC(=O)N[C@@H]1[C@H](N[C:15]2[N:16]=[CH:17][C:18]3[S:23][CH:22]=[C:21]([C:24](=[O:32])[NH:25][C:26]4[CH:27]=[N:28][N:29]([CH3:31])[CH:30]=4)[C:19]=3[N:20]=2)CCOC1)(C)(C)C. Given the product [CH3:31][N:29]1[CH:30]=[C:26]([NH:25][C:24]([C:21]2[C:19]3[N:20]=[CH:15][N:16]=[CH:17][C:18]=3[S:23][CH:22]=2)=[O:32])[CH:27]=[N:28]1, predict the reactants needed to synthesize it.